Task: Regression. Given two drug SMILES strings and cell line genomic features, predict the synergy score measuring deviation from expected non-interaction effect.. Dataset: NCI-60 drug combinations with 297,098 pairs across 59 cell lines (1) Drug 1: C1=CC=C(C(=C1)C(C2=CC=C(C=C2)Cl)C(Cl)Cl)Cl. Drug 2: C(CN)CNCCSP(=O)(O)O. Cell line: U251. Synergy scores: CSS=-0.109, Synergy_ZIP=3.40, Synergy_Bliss=5.48, Synergy_Loewe=5.98, Synergy_HSA=-1.13. (2) Drug 1: C1=NC2=C(N1)C(=S)N=CN2. Drug 2: C(CN)CNCCSP(=O)(O)O. Cell line: HOP-62. Synergy scores: CSS=57.0, Synergy_ZIP=-1.48, Synergy_Bliss=-3.28, Synergy_Loewe=-55.5, Synergy_HSA=-1.59.